Dataset: Forward reaction prediction with 1.9M reactions from USPTO patents (1976-2016). Task: Predict the product of the given reaction. Given the reactants Br[C:2]1[CH:3]=[N:4][C:5]([O:8][CH:9]2[CH2:14][CH2:13][N:12]([C:15]([O:17][C:18]([CH3:21])([CH3:20])[CH3:19])=[O:16])[CH2:11][CH2:10]2)=[N:6][CH:7]=1.C([Sn](CCCC)(CCCC)[C:27]1[CH:32]=[CH:31][CH:30]=[CH:29][N:28]=1)CCC, predict the reaction product. The product is: [N:28]1[CH:29]=[CH:30][CH:31]=[CH:32][C:27]=1[C:2]1[CH:3]=[N:4][C:5]([O:8][CH:9]2[CH2:14][CH2:13][N:12]([C:15]([O:17][C:18]([CH3:21])([CH3:20])[CH3:19])=[O:16])[CH2:11][CH2:10]2)=[N:6][CH:7]=1.